From a dataset of Full USPTO retrosynthesis dataset with 1.9M reactions from patents (1976-2016). Predict the reactants needed to synthesize the given product. (1) The reactants are: [Br:1][C:2]1[CH:3]=[C:4]([OH:11])[CH:5]=[C:6]([N+:8]([O-:10])=[O:9])[CH:7]=1.C([O-])([O-])=O.[K+].[K+].[CH2:18](Br)[C:19]1[CH:24]=[CH:23][CH:22]=[CH:21][CH:20]=1. Given the product [CH2:18]([O:11][C:4]1[CH:5]=[C:6]([N+:8]([O-:10])=[O:9])[CH:7]=[C:2]([Br:1])[CH:3]=1)[C:19]1[CH:24]=[CH:23][CH:22]=[CH:21][CH:20]=1, predict the reactants needed to synthesize it. (2) The reactants are: [CH2:1]([O:5][P:6]([CH2:13][C:14]1[CH:19]=[CH:18][C:17]([NH2:20])=[CH:16][CH:15]=1)(=[O:12])[O:7][CH2:8][CH2:9][CH2:10][CH3:11])[CH2:2][CH2:3][CH3:4].Cl[C:22]1[N:27]=[C:26]([NH:28][CH2:29][C:30]2[C:31]([N:36]([CH3:41])[S:37]([CH3:40])(=[O:39])=[O:38])=[N:32][CH:33]=[CH:34][CH:35]=2)[C:25]([C:42]([F:45])([F:44])[F:43])=[CH:24][N:23]=1.[C:46]([OH:52])([C:48]([F:51])([F:50])[F:49])=[O:47]. Given the product [F:49][C:48]([F:51])([F:50])[C:46]([OH:52])=[O:47].[CH2:8]([O:7][P:6]([CH2:13][C:14]1[CH:19]=[CH:18][C:17]([NH:20][C:22]2[N:27]=[C:26]([NH:28][CH2:29][C:30]3[C:31]([N:36]([CH3:41])[S:37]([CH3:40])(=[O:39])=[O:38])=[N:32][CH:33]=[CH:34][CH:35]=3)[C:25]([C:42]([F:43])([F:45])[F:44])=[CH:24][N:23]=2)=[CH:16][CH:15]=1)(=[O:12])[O:5][CH2:1][CH2:2][CH2:3][CH3:4])[CH2:9][CH2:10][CH3:11], predict the reactants needed to synthesize it. (3) Given the product [O:16]([CH2:23][C:24]([N:13]1[CH2:14][CH2:15][C:10]2[NH:9][N:8]=[C:7]([C:1]3[CH:2]=[CH:3][CH:4]=[CH:5][CH:6]=3)[C:11]=2[CH2:12]1)=[O:25])[C:17]1[CH:22]=[CH:21][CH:20]=[CH:19][CH:18]=1, predict the reactants needed to synthesize it. The reactants are: [C:1]1([C:7]2[C:11]3[CH2:12][NH:13][CH2:14][CH2:15][C:10]=3[NH:9][N:8]=2)[CH:6]=[CH:5][CH:4]=[CH:3][CH:2]=1.[O:16]([CH2:23][C:24](O)=[O:25])[C:17]1[CH:22]=[CH:21][CH:20]=[CH:19][CH:18]=1.CN(C(ON1N=NC2C=CC=NC1=2)=[N+](C)C)C.F[P-](F)(F)(F)(F)F.CCN(C(C)C)C(C)C. (4) Given the product [F:32][C:17]1[CH:16]=[C:15]([N:11]2[CH2:10][C@H:9]([CH2:8][NH:7][C:6](=[O:33])[CH3:35])[O:13][C:12]2=[O:14])[CH:20]=[CH:19][C:18]=1[C:21]1[S:22][CH:23]=[C:24]([CH2:26][N:27]2[CH:31]=[CH:30][N:29]=[CH:28]2)[N:25]=1, predict the reactants needed to synthesize it. The reactants are: C(O[C:6](=[O:33])[NH:7][CH2:8][C@@H:9]1[O:13][C:12](=[O:14])[N:11]([C:15]2[CH:20]=[CH:19][C:18]([C:21]3[S:22][CH:23]=[C:24]([CH2:26][N:27]4[CH:31]=[CH:30][N:29]=[CH:28]4)[N:25]=3)=[C:17]([F:32])[CH:16]=2)[CH2:10]1)(C)(C)C.F[C:35](F)(F)C(O)=O.N1C=CC=CC=1.C(OC(=O)C)(=O)C. (5) Given the product [F:1][C:2]1[CH:3]=[C:4]([S:8]([CH2:9][CH:10]2[CH2:15][CH:14]([C:16]3[CH:17]=[CH:18][C:19]([C:22]([F:25])([F:23])[F:24])=[CH:20][CH:21]=3)[CH2:13][N:12]([C:26]([N:28]3[CH2:29][CH2:30][O:31][CH2:32][CH2:33]3)=[O:27])[CH2:11]2)=[O:39])[CH:5]=[CH:6][CH:7]=1, predict the reactants needed to synthesize it. The reactants are: [F:1][C:2]1[CH:3]=[C:4]([S:8][CH2:9][CH:10]2[CH2:15][CH:14]([C:16]3[CH:21]=[CH:20][C:19]([C:22]([F:25])([F:24])[F:23])=[CH:18][CH:17]=3)[CH2:13][N:12]([C:26]([N:28]3[CH2:33][CH2:32][O:31][CH2:30][CH2:29]3)=[O:27])[CH2:11]2)[CH:5]=[CH:6][CH:7]=1.ClC1C=C(C=CC=1)C(OO)=[O:39]. (6) Given the product [F:23][C:19]1[CH:20]=[CH:21][CH:22]=[C:2]([F:1])[C:3]=1[CH2:4][O:5][C:6]1[C:7]2[N:8]([C:12]([C:16]([NH:53][CH:54]([C:57]3[CH:58]=[N:59][CH:60]=[CH:61][CH:62]=3)[CH2:55][OH:56])=[O:17])=[C:13]([CH3:15])[N:14]=2)[CH:9]=[CH:10][CH:11]=1, predict the reactants needed to synthesize it. The reactants are: [F:1][C:2]1[CH:22]=[CH:21][CH:20]=[C:19]([F:23])[C:3]=1[CH2:4][O:5][C:6]1[C:7]2[N:8]([C:12]([C:16](O)=[O:17])=[C:13]([CH3:15])[N:14]=2)[CH:9]=[CH:10][CH:11]=1.F[B-](F)(F)F.N1(O[C+](N(C)C)N(C)C)C2C=CC=CC=2N=N1.CN1CCOCC1.[NH2:53][CH:54]([C:57]1[CH:58]=[N:59][CH:60]=[CH:61][CH:62]=1)[CH2:55][OH:56]. (7) The reactants are: [C:1]1([S:7](Cl)(=[O:9])=[O:8])[CH:6]=[CH:5][CH:4]=[CH:3][CH:2]=1.CCN(C(C)C)C(C)C.[Cl:20][C:21]1[CH:22]=[C:23]([CH:25]=[C:26]([Cl:28])[CH:27]=1)[NH2:24]. Given the product [Cl:20][C:21]1[CH:22]=[C:23]([NH:24][S:7]([C:1]2[CH:6]=[CH:5][CH:4]=[CH:3][CH:2]=2)(=[O:9])=[O:8])[CH:25]=[C:26]([Cl:28])[CH:27]=1, predict the reactants needed to synthesize it.